The task is: Predict the reactants needed to synthesize the given product.. This data is from Full USPTO retrosynthesis dataset with 1.9M reactions from patents (1976-2016). (1) Given the product [F:35][C:36]1[C:41]([F:42])=[C:40]([O:43][CH2:44][CH3:45])[CH:39]=[CH:38][C:37]=1[CH:46]1[CH2:51][CH2:50][C:49](=[CH:9][CH2:8][CH:3]2[O:2][CH2:7][CH2:6][CH2:5][O:4]2)[CH2:48][CH2:47]1, predict the reactants needed to synthesize it. The reactants are: [Br-].[O:2]1[CH2:7][CH2:6][CH2:5][O:4][CH:3]1[CH2:8][CH2:9][P+](C1C=CC=CC=1)(C1C=CC=CC=1)C1C=CC=CC=1.CC([O-])(C)C.[K+].[F:35][C:36]1[C:41]([F:42])=[C:40]([O:43][CH2:44][CH3:45])[CH:39]=[CH:38][C:37]=1[CH:46]1[CH2:51][CH2:50][C:49](=O)[CH2:48][CH2:47]1. (2) Given the product [I:38][C:8]1[C:7]([O:6][CH2:5][C@@H:4]([NH:22][C:23](=[O:29])[O:24][C:25]([CH3:27])([CH3:26])[CH3:28])[CH2:3][CH:2]([CH3:30])[CH3:1])=[CH:12][C:11]2[O:13][CH:14]([CH3:21])[C:15]3[C:20]([C:10]=2[CH:9]=1)=[CH:19][CH:18]=[N:17][CH:16]=3, predict the reactants needed to synthesize it. The reactants are: [CH3:1][CH:2]([CH3:30])[CH2:3][C@H:4]([NH:22][C:23](=[O:29])[O:24][C:25]([CH3:28])([CH3:27])[CH3:26])[CH2:5][O:6][C:7]1[CH:8]=[CH:9][C:10]2[C:20]3[C:15](=[CH:16][N:17]=[CH:18][CH:19]=3)[CH:14]([CH3:21])[O:13][C:11]=2[CH:12]=1.C1C(=O)N([I:38])C(=O)C1. (3) Given the product [CH3:2][O:3][C:4]1[CH:5]=[C:6]([CH:7]=[CH:8][C:9]=1[O:10][CH3:11])[CH2:12][C:13]1[NH:15][C:25](=[O:26])[C:24]([CH:23]([NH:22][C:19](=[O:21])[CH3:20])[CH2:31][CH3:32])=[N:17][N:14]=1, predict the reactants needed to synthesize it. The reactants are: Cl.[CH3:2][O:3][C:4]1[CH:5]=[C:6]([CH2:12][C:13]([NH2:15])=[NH:14])[CH:7]=[CH:8][C:9]=1[O:10][CH3:11].O.[NH2:17]N.[C:19]([NH:22][CH:23]([CH2:31][CH3:32])[C:24](=O)[C:25](OCC)=[O:26])(=[O:21])[CH3:20]. (4) Given the product [Br:11][C:5]1[CH:6]=[C:7]([N+:8]([O-:10])=[O:9])[C:2]([C:12]#[N:13])=[N:3][CH:4]=1, predict the reactants needed to synthesize it. The reactants are: Br[C:2]1[C:7]([N+:8]([O-:10])=[O:9])=[CH:6][C:5]([Br:11])=[CH:4][N:3]=1.[CH3:12][N:13](C)C(=O)C. (5) Given the product [F:30][C:3]1[CH:4]=[CH:5][C:6]([NH:8][C:9](=[O:14])[C:10]([CH3:11])([CH3:13])[CH3:12])=[N:7][C:2]=1[CH3:1], predict the reactants needed to synthesize it. The reactants are: [CH3:1][C:2]1[N:7]=[C:6]([NH:8][C:9](=[O:14])[C:10]([CH3:13])([CH3:12])[CH3:11])[CH:5]=[CH:4][CH:3]=1.NC1C=CC=C(C)N=1.NC1C=CC([F:30])=C(C)N=1. (6) The reactants are: [CH2:1]([O:8][C:9]([NH:11][C@@H:12]([CH2:15][CH2:16][OH:17])[CH2:13][OH:14])=[O:10])[C:2]1[CH:7]=[CH:6][CH:5]=[CH:4][CH:3]=1.CO[C:20]([CH3:22])=[CH2:21]. Given the product [CH2:1]([O:8][C:9]([N:11]1[C@@H:12]([CH2:15][CH2:16][OH:17])[CH2:13][O:14][C:20]1([CH3:22])[CH3:21])=[O:10])[C:2]1[CH:3]=[CH:4][CH:5]=[CH:6][CH:7]=1, predict the reactants needed to synthesize it. (7) The reactants are: [CH:1]1([C:4]#[C:5][C:6]2[O:10][N:9]=[C:8]([CH2:11][CH2:12][C@@:13]([CH3:28])([S:24]([CH3:27])(=[O:26])=[O:25])[C:14]([NH:16][O:17]C3CCCCO3)=[O:15])[CH:7]=2)[CH2:3][CH2:2]1.Cl. Given the product [CH:1]1([C:4]#[C:5][C:6]2[O:10][N:9]=[C:8]([CH2:11][CH2:12][C@@:13]([CH3:28])([S:24]([CH3:27])(=[O:25])=[O:26])[C:14]([NH:16][OH:17])=[O:15])[CH:7]=2)[CH2:2][CH2:3]1, predict the reactants needed to synthesize it.